From a dataset of Full USPTO retrosynthesis dataset with 1.9M reactions from patents (1976-2016). Predict the reactants needed to synthesize the given product. Given the product [CH2:1]([O:2][CH2:3][C:4]1[N:8]2[C:9]3[C:14]([CH:15]=[CH:16][C:7]2=[CH:6][CH:5]=1)=[CH:13][CH:12]=[CH:11][CH:10]=3)[CH:19]=[CH2:20], predict the reactants needed to synthesize it. The reactants are: [CH3:1][O:2][CH2:3][C:4]1[N:8]2[C:9]3[C:14]([CH:15]=[CH:16][C:7]2=[CH:6][CH:5]=1)=[CH:13][CH:12]=[CH:11][CH:10]=3.C[Si](C)(C)[C:19]#[C:20]/C=C\C1C=CC2C(=CC=CC=2)N=1.[F-].[K+].